From a dataset of KCNQ2 potassium channel screen with 302,405 compounds. Binary Classification. Given a drug SMILES string, predict its activity (active/inactive) in a high-throughput screening assay against a specified biological target. (1) The molecule is FC(F)(F)c1cc(CC(=O)Nc2c(N3CCCC3)cccc2)ccc1. The result is 1 (active). (2) The compound is Brc1cc([N+]([O-])=O)c(N2C(=O)C3C(C4CCC3C=C4)C2=O)cc1. The result is 0 (inactive). (3) The molecule is Fc1cc(c2[nH]c3c(c(=O)c2)cc(cc3)C)ccc1. The result is 0 (inactive). (4) The molecule is O(CC(=O)Nc1ccccc1)C(=O)c1nn(cc1)C. The result is 0 (inactive). (5) The result is 0 (inactive). The drug is Oc1c(C(=O)Nc2ccc(OC)cc2)cc([N+]([O-])=O)cc1. (6) The compound is S(=O)(=O)(NCc1occc1)c1ccc(OCC(OCC)=O)cc1. The result is 0 (inactive). (7) The compound is S(=O)(=O)(Nc1cc(NS(=O)(=O)C)c(cc1)C)c1ccc(CCC)cc1. The result is 0 (inactive). (8) The compound is S(Cc1c(OC)ccc([N+]([O-])=O)c1)c1sc(NC(=O)C)nn1. The result is 0 (inactive). (9) The molecule is OC(CN1C(=O)c2c(C1=O)cccc2)COc1ccc(cc1)C(OC)=O. The result is 0 (inactive).